From a dataset of Catalyst prediction with 721,799 reactions and 888 catalyst types from USPTO. Predict which catalyst facilitates the given reaction. (1) Reactant: [CH2:1]([O:3][C:4]1[CH:14]=[CH:13][C:7]([O:8][CH2:9][CH:10]2[CH2:12][O:11]2)=[CH:6][CH:5]=1)[CH3:2].[Cl:15][C:16]1[CH:32]=[CH:31][CH:30]=[CH:29][C:17]=1[CH2:18][N:19]1[C:23]([CH3:24])=[C:22]([CH2:25][NH:26][CH3:27])[C:21]([CH3:28])=[N:20]1.O1CC1. Product: [Cl:15][C:16]1[CH:32]=[CH:31][CH:30]=[CH:29][C:17]=1[CH2:18][N:19]1[C:23]([CH3:24])=[C:22]([CH2:25][N:26]([CH3:27])[CH2:12][CH:10]([OH:11])[CH2:9][O:8][C:7]2[CH:13]=[CH:14][C:4]([O:3][CH2:1][CH3:2])=[CH:5][CH:6]=2)[C:21]([CH3:28])=[N:20]1. The catalyst class is: 5. (2) Product: [CH3:10][C:8]1[S:9][C:5]2[CH:4]=[CH:3][C:2]([B:15]3[O:16][C:17]([CH3:19])([CH3:18])[C:13]([CH3:29])([CH3:12])[O:14]3)=[CH:11][C:6]=2[N:7]=1. The catalyst class is: 7. Reactant: Br[C:2]1[CH:3]=[CH:4][C:5]2[S:9][C:8]([CH3:10])=[N:7][C:6]=2[CH:11]=1.[CH3:12][C:13]1([CH3:29])[C:17]([CH3:19])([CH3:18])[O:16][B:15]([B:15]2[O:16][C:17]([CH3:19])([CH3:18])[C:13]([CH3:29])([CH3:12])[O:14]2)[O:14]1.C([O-])(=O)C.[K+]. (3) Reactant: [F:1][C:2]1[CH:7]=[CH:6][C:5]([C@H:8]2[C:13]([C:14](O)=[O:15])=[CH:12][N:11]([CH3:17])[C:10](=[O:18])[NH:9]2)=[CH:4][CH:3]=1.C(Cl)(=O)C([Cl:22])=O. Product: [F:1][C:2]1[CH:7]=[CH:6][C:5]([C@H:8]2[C:13]([C:14]([Cl:22])=[O:15])=[CH:12][N:11]([CH3:17])[C:10](=[O:18])[NH:9]2)=[CH:4][CH:3]=1. The catalyst class is: 174. (4) The catalyst class is: 13. Reactant: [Cl:1][C:2]1[CH:12]=[C:11]([Cl:13])[C:10]([S:14](Cl)(=[O:16])=[O:15])=[CH:9][C:3]=1[C:4]([O:6][CH2:7][CH3:8])=[O:5].[F:18][C:19]1[CH:25]=[CH:24][CH:23]=[CH:22][C:20]=1[NH2:21]. Product: [Cl:1][C:2]1[CH:12]=[C:11]([Cl:13])[C:10]([S:14]([NH:21][C:20]2[CH:22]=[CH:23][CH:24]=[CH:25][C:19]=2[F:18])(=[O:16])=[O:15])=[CH:9][C:3]=1[C:4]([O:6][CH2:7][CH3:8])=[O:5]. (5) Reactant: Br[C:2]1[CH:17]=[CH:16][C:5]2[N:6]([CH3:15])[C:7]([C:9]3[CH:14]=[CH:13][CH:12]=[CH:11][CH:10]=3)=[N:8][C:4]=2[CH:3]=1.[C:18]1([C:24]2[C:25]3[C:30]([C:31]([C:41]4[CH:46]=[CH:45][CH:44]=[CH:43][CH:42]=4)=[C:32]4[C:37]=2[CH:36]=[C:35](B(O)O)[CH:34]=[CH:33]4)=[CH:29][CH:28]=[CH:27][CH:26]=3)[CH:23]=[CH:22][CH:21]=[CH:20][CH:19]=1.C(=O)([O-])[O-].[Na+].[Na+]. Product: [C:18]1([C:24]2[C:37]3[C:32]([C:31]([C:41]4[CH:42]=[CH:43][CH:44]=[CH:45][CH:46]=4)=[C:30]4[C:25]=2[CH:26]=[C:27]([C:2]2[CH:17]=[CH:16][C:5]5[N:6]([CH3:15])[C:7]([C:9]6[CH:14]=[CH:13][CH:12]=[CH:11][CH:10]=6)=[N:8][C:4]=5[CH:3]=2)[CH:28]=[CH:29]4)=[CH:33][CH:34]=[CH:35][CH:36]=3)[CH:23]=[CH:22][CH:21]=[CH:20][CH:19]=1. The catalyst class is: 276.